From a dataset of Full USPTO retrosynthesis dataset with 1.9M reactions from patents (1976-2016). Predict the reactants needed to synthesize the given product. The reactants are: Cl.[CH:2]1([CH2:5][O:6][C:7]2[CH:12]=[C:11]([O:13][CH3:14])[CH:10]=[CH:9][C:8]=2[C:15]2[CH:20]=[CH:19][N:18]=[C:17]3[C:21]([C:25]([NH:27][CH:28]4[CH2:33][CH2:32][NH:31][CH2:30][CH2:29]4)=[O:26])=[C:22]([CH3:24])[NH:23][C:16]=23)[CH2:4][CH2:3]1.C([O:37][C@@H:38]([CH3:42])[C:39](Cl)=[O:40])(=O)C. Given the product [CH:2]1([CH2:5][O:6][C:7]2[CH:12]=[C:11]([O:13][CH3:14])[CH:10]=[CH:9][C:8]=2[C:15]2[CH:20]=[CH:19][N:18]=[C:17]3[C:21]([C:25]([NH:27][CH:28]4[CH2:29][CH2:30][N:31]([C:39](=[O:40])[C@@H:38]([OH:37])[CH3:42])[CH2:32][CH2:33]4)=[O:26])=[C:22]([CH3:24])[NH:23][C:16]=23)[CH2:4][CH2:3]1, predict the reactants needed to synthesize it.